This data is from Peptide-MHC class II binding affinity with 134,281 pairs from IEDB. The task is: Regression. Given a peptide amino acid sequence and an MHC pseudo amino acid sequence, predict their binding affinity value. This is MHC class II binding data. (1) The MHC is DRB1_0301 with pseudo-sequence DRB1_0301. The peptide sequence is ASRENSGGGVEGIGL. The binding affinity (normalized) is 0. (2) The peptide sequence is YLILKNLTGLVSTGS. The MHC is DRB3_0101 with pseudo-sequence DRB3_0101. The binding affinity (normalized) is 0.404. (3) The peptide sequence is FDPYGATISATPESK. The MHC is HLA-DQA10301-DQB10302 with pseudo-sequence HLA-DQA10301-DQB10302. The binding affinity (normalized) is 0.566. (4) The peptide sequence is AALPAVGAAAGAPAA. The MHC is DRB1_0101 with pseudo-sequence DRB1_0101. The binding affinity (normalized) is 0.660. (5) The peptide sequence is MMGKREKKLSEFGKA. The binding affinity (normalized) is 0.244. The MHC is HLA-DQA10201-DQB10402 with pseudo-sequence HLA-DQA10201-DQB10402. (6) The peptide sequence is ENRSWYLTENIQRFLPNPAG. The MHC is DRB1_1104 with pseudo-sequence DRB1_1104. The binding affinity (normalized) is 0.151.